This data is from Reaction yield outcomes from USPTO patents with 853,638 reactions. The task is: Predict the reaction yield, written as a fraction of the theoretical maximum amount of product (1.0 means a 100% yield; for example, 0.34 means a 34% yield). (1) The reactants are [N:1]1[C:10]2[C:5](=[CH:6][CH:7]=[CH:8][C:9]=2[NH:11][C:12]([C:14]2[CH:19]=[C:18]([N:20]3[CH2:25][CH2:24][N:23]([CH3:26])[CH2:22][CH2:21]3)[CH:17]=[CH:16][N:15]=2)=[O:13])[CH:4]=[CH:3][CH:2]=1.[F:27][C:28]([F:33])([F:32])[C:29]([OH:31])=[O:30]. The catalyst is C(OCC)C.ClCCl. The product is [F:27][C:28]([F:33])([F:32])[C:29]([OH:31])=[O:30].[N:1]1[C:10]2[C:5](=[CH:6][CH:7]=[CH:8][C:9]=2[NH:11][C:12]([C:14]2[CH:19]=[C:18]([N:20]3[CH2:25][CH2:24][N:23]([CH3:26])[CH2:22][CH2:21]3)[CH:17]=[CH:16][N:15]=2)=[O:13])[CH:4]=[CH:3][CH:2]=1. The yield is 0.810. (2) The reactants are CS([C:5]1[N:10]=[C:9]([NH:11][CH2:12][CH2:13][C:14]2[CH:19]=[CH:18][C:17]([O:20][CH3:21])=[CH:16][CH:15]=2)[CH:8]=[C:7]([C:22]2[CH:27]=[CH:26][CH:25]=[C:24]([O:28][CH3:29])[CH:23]=2)[N:6]=1)(=O)=O.[CH3:30][NH:31][CH3:32].CO.[ClH:35]. The catalyst is CCOC(C)=O. The product is [ClH:35].[CH3:29][O:28][C:24]1[CH:23]=[C:22]([C:7]2[N:6]=[C:5]([N:31]([CH3:32])[CH3:30])[N:10]=[C:9]([NH:11][CH2:12][CH2:13][C:14]3[CH:19]=[CH:18][C:17]([O:20][CH3:21])=[CH:16][CH:15]=3)[CH:8]=2)[CH:27]=[CH:26][CH:25]=1. The yield is 0.700.